From a dataset of Forward reaction prediction with 1.9M reactions from USPTO patents (1976-2016). Predict the product of the given reaction. (1) Given the reactants [NH2:1][CH2:2][C@@H:3]([OH:5])[CH3:4].[C:6]([O:10][C:11](O[C:11]([O:10][C:6]([CH3:9])([CH3:8])[CH3:7])=[O:12])=[O:12])([CH3:9])([CH3:8])[CH3:7].[Cl-].[NH4+].O, predict the reaction product. The product is: [C:6]([O:10][C:11](=[O:12])[NH:1][CH2:2][C@@H:3]([OH:5])[CH3:4])([CH3:9])([CH3:8])[CH3:7]. (2) The product is: [S:7]([C:13]1[S:12][CH:16]=[CH:15][CH:14]=1)([C:4]1[CH:5]=[CH:6][C:1]([CH3:11])=[CH:2][CH:3]=1)(=[O:9])=[O:8]. Given the reactants [C:1]1([CH3:11])[CH:6]=[CH:5][C:4]([S:7](Cl)(=[O:9])=[O:8])=[CH:3][CH:2]=1.[S:12]1[CH:16]=[CH:15][CH:14]=[CH:13]1, predict the reaction product. (3) Given the reactants [F:1][C:2]([F:18])([F:17])[C:3]1[CH:4]=[CH:5][C:6]([O:9][C:10]2[CH:15]=[CH:14][C:13]([OH:16])=[CH:12][CH:11]=2)=[N:7][CH:8]=1.[I-].[N:20]1([C:29](N2C=C[N+](C)=C2)=[O:30])[C:28]2[C:23](=[CH:24][CH:25]=[CH:26][CH:27]=2)[CH2:22][CH2:21]1, predict the reaction product. The product is: [F:18][C:2]([F:1])([F:17])[C:3]1[CH:4]=[CH:5][C:6]([O:9][C:10]2[CH:11]=[CH:12][C:13]([O:16][C:29]([N:20]3[C:28]4[C:23](=[CH:24][CH:25]=[CH:26][CH:27]=4)[CH2:22][CH2:21]3)=[O:30])=[CH:14][CH:15]=2)=[N:7][CH:8]=1.